Task: Regression. Given two drug SMILES strings and cell line genomic features, predict the synergy score measuring deviation from expected non-interaction effect.. Dataset: NCI-60 drug combinations with 297,098 pairs across 59 cell lines Drug 1: CC1CCC2CC(C(=CC=CC=CC(CC(C(=O)C(C(C(=CC(C(=O)CC(OC(=O)C3CCCCN3C(=O)C(=O)C1(O2)O)C(C)CC4CCC(C(C4)OC)O)C)C)O)OC)C)C)C)OC. Drug 2: CCCCC(=O)OCC(=O)C1(CC(C2=C(C1)C(=C3C(=C2O)C(=O)C4=C(C3=O)C=CC=C4OC)O)OC5CC(C(C(O5)C)O)NC(=O)C(F)(F)F)O. Cell line: M14. Synergy scores: CSS=20.8, Synergy_ZIP=-1.25, Synergy_Bliss=-0.103, Synergy_Loewe=-1.89, Synergy_HSA=-2.28.